From a dataset of Reaction yield outcomes from USPTO patents with 853,638 reactions. Predict the reaction yield, written as a fraction of the theoretical maximum amount of product (1.0 means a 100% yield; for example, 0.34 means a 34% yield). (1) The reactants are BrC1N2C=NC=C2C(=O)[N:4]([CH2:12][C:13]2C=C[C:16]([O:19][CH3:20])=[CH:15][CH:14]=2)C=1.Br[C:22]1[CH:23]=[CH:24][C:25]2[O:29][N:28]=[C:27]([N:30]([C:38]([O:40][C:41]([CH3:44])([CH3:43])[CH3:42])=[O:39])[C:31]([O:33][C:34]([CH3:37])([CH3:36])[CH3:35])=[O:32])[C:26]=2[CH:45]=1. No catalyst specified. The product is [CH3:20][O:19][C:16]1[C:15]([C:22]2[CH:23]=[CH:24][C:25]3[O:29][N:28]=[C:27]([N:30]([C:31]([O:33][C:34]([CH3:35])([CH3:36])[CH3:37])=[O:32])[C:38]([O:40][C:41]([CH3:42])([CH3:44])[CH3:43])=[O:39])[C:26]=3[CH:45]=2)=[CH:14][CH:13]=[CH:12][N:4]=1. The yield is 0.710. (2) The reactants are [C:1]([NH:5][C:6]1[N:13]=[C:12]([O:14][C:15]2[CH:20]=[CH:19][C:18]([B:21]3[O:25]C(C)(C)[C:23](C)(C)[O:22]3)=[C:17](C=O)[CH:16]=2)[CH:11]=[CH:10][C:7]=1[C:8]#[N:9])([CH3:4])([CH3:3])[CH3:2].[BH4-].[Na+].Cl. The catalyst is CN(C=O)C. The product is [C:1]([NH:5][C:6]1[N:13]=[C:12]([O:14][C:15]2[CH:20]=[CH:19][C:18]3[B:21]([OH:25])[O:22][CH2:23][C:17]=3[CH:16]=2)[CH:11]=[CH:10][C:7]=1[C:8]#[N:9])([CH3:3])([CH3:2])[CH3:4]. The yield is 0.560. (3) The yield is 0.570. The product is [NH:15]1[C:19]([CH2:21][NH:22][C@@H:23]([CH2:41][C:42]2[CH:43]=[CH:44][C:45]([F:48])=[CH:46][CH:47]=2)[C:24]([NH:26][C:27]2[N:31]([CH3:32])[N:30]=[C:29]([C:33]3[CH:38]=[CH:37][N:36]=[C:35]([NH:39][CH3:40])[CH:34]=3)[CH:28]=2)=[O:25])=[N:20][N:17]=[N:16]1. The catalyst is CN(C=O)C.O. The reactants are C([Sn](Cl)(CCCC)CCCC)CCC.[N-:15]=[N+:16]=[N-:17].[Na+].[C:19]([CH2:21][NH:22][C@@H:23]([CH2:41][C:42]1[CH:47]=[CH:46][C:45]([F:48])=[CH:44][CH:43]=1)[C:24]([NH:26][C:27]1[N:31]([CH3:32])[N:30]=[C:29]([C:33]2[CH:38]=[CH:37][N:36]=[C:35]([NH:39][CH3:40])[CH:34]=2)[CH:28]=1)=[O:25])#[N:20]. (4) The reactants are [F:1][C:2]1[CH:7]=[CH:6][C:5]([OH:8])=[C:4]([CH3:9])[C:3]=1[NH:10][CH2:11][C:12]1[CH:17]=[C:16]([CH3:18])[CH:15]=[C:14]([C:19]2[CH:24]=[CH:23][CH:22]=[C:21]([F:25])[CH:20]=2)[CH:13]=1.C([O-])([O-])=O.[Cs+].[Cs+].Br[CH2:33][C:34]([O:36][CH:37]([CH3:39])[CH3:38])=[O:35].O. The catalyst is CN(C=O)C. The product is [F:1][C:2]1[CH:7]=[CH:6][C:5]([O:8][CH2:33][C:34]([O:36][CH:37]([CH3:39])[CH3:38])=[O:35])=[C:4]([CH3:9])[C:3]=1[NH:10][CH2:11][C:12]1[CH:17]=[C:16]([CH3:18])[CH:15]=[C:14]([C:19]2[CH:24]=[CH:23][CH:22]=[C:21]([F:25])[CH:20]=2)[CH:13]=1. The yield is 0.760. (5) The reactants are [NH2:1][C:2]1[CH:3]=[N:4][N:5]([CH3:20])[C:6]=1[N:7]1[CH2:11][CH2:10][C@H:9]([NH:12]C(=O)OC(C)(C)C)[CH2:8]1.C(OC([NH:28][C:29]1[S:33][C:32]([C:34]2[C:39]([F:40])=[CH:38][CH:37]=[CH:36][C:35]=2[F:41])=[N:31][C:30]=1[C:42](O)=[O:43])=O)(C)(C)C.CN(C(ON1N=NC2C=CC=NC1=2)=[N+](C)C)C.F[P-](F)(F)(F)(F)F. No catalyst specified. The product is [NH2:28][C:29]1[S:33][C:32]([C:34]2[C:39]([F:40])=[CH:38][CH:37]=[CH:36][C:35]=2[F:41])=[N:31][C:30]=1[C:42]([NH:1][C:2]1[CH:3]=[N:4][N:5]([CH3:20])[C:6]=1[N:7]1[CH2:11][CH2:10][C@H:9]([NH2:12])[CH2:8]1)=[O:43]. The yield is 0.170.